This data is from Full USPTO retrosynthesis dataset with 1.9M reactions from patents (1976-2016). The task is: Predict the reactants needed to synthesize the given product. (1) Given the product [Cl:27][C:20]1[CH:21]=[C:22]([CH3:26])[CH:23]=[C:24]([Cl:25])[C:19]=1[O:18][C@@H:15]1[CH2:16][CH2:17][N:13]([C:10]2[N:11]=[CH:12][C:7]([CH:31]=[O:32])=[CH:8][CH:9]=2)[CH2:14]1, predict the reactants needed to synthesize it. The reactants are: [Li]CCCC.Br[C:7]1[CH:8]=[CH:9][C:10]([N:13]2[CH2:17][CH2:16][C@@H:15]([O:18][C:19]3[C:24]([Cl:25])=[CH:23][C:22]([CH3:26])=[CH:21][C:20]=3[Cl:27])[CH2:14]2)=[N:11][CH:12]=1.CN([CH:31]=[O:32])C.[NH4+].[Cl-]. (2) Given the product [F:1][C:2]1[CH:29]=[CH:28][C:5]([CH2:6][NH:7][CH2:8][C:10]2[CH:11]=[C:12]([CH2:13][OH:14])[CH:17]=[C:18]([O:20][C:21]3[CH:26]=[CH:25][C:24]([F:27])=[CH:23][CH:22]=3)[CH:19]=2)=[CH:4][CH:3]=1.[C:37]([OH:43])([C:39]([F:42])([F:41])[F:40])=[O:38], predict the reactants needed to synthesize it. The reactants are: [F:1][C:2]1[CH:29]=[CH:28][C:5]([CH2:6][NH:7][C:8]([C:10]2[CH:11]=[C:12]([CH:17]=[C:18]([O:20][C:21]3[CH:26]=[CH:25][C:24]([F:27])=[CH:23][CH:22]=3)[CH:19]=2)[C:13](OC)=[O:14])=O)=[CH:4][CH:3]=1.B.[H-].[H-].[H-].[H-].[Li+].[Al+3].[C:37]([OH:43])([C:39]([F:42])([F:41])[F:40])=[O:38]. (3) Given the product [OH:26][C@@H:23]([CH2:24][OH:25])[CH2:22][NH:21][C:18]1[CH:19]=[CH:20][C:15]([CH2:14][CH2:13][CH2:12][CH2:11][NH2:10])=[CH:16][CH:17]=1, predict the reactants needed to synthesize it. The reactants are: C(OC(=O)[NH:10][CH2:11][CH2:12][CH2:13][CH2:14][C:15]1[CH:20]=[CH:19][C:18]([NH:21][CH2:22][C@@H:23]([OH:26])[CH2:24][OH:25])=[CH:17][CH:16]=1)C1C=CC=CC=1. (4) The reactants are: [OH:1][C:2]1[CH:10]=[CH:9][C:5]([C:6]([OH:8])=O)=[CH:4][C:3]=1[CH3:11].[C:12](=O)([O-])[O-].[K+].[K+].Br[CH2:19][CH3:20].CN(C)[CH:23]=[O:24]. Given the product [CH2:19]([O:1][C:2]1[CH:10]=[CH:9][C:5]([C:6]([O:24][CH2:23][CH3:12])=[O:8])=[CH:4][C:3]=1[CH3:11])[CH3:20], predict the reactants needed to synthesize it. (5) Given the product [Br:14][C:15]1[N:20]=[C:19]2[C:18](=[CH:17][CH:16]=1)[N:21]=[CH:22][C:23]([C:24]([O:26][CH2:1][CH3:2])=[O:25])=[C:27]2[OH:29], predict the reactants needed to synthesize it. The reactants are: [C:1]1(OC2C=CC=CC=2)C=CC=C[CH:2]=1.[Br:14][C:15]1[N:20]=[CH:19][C:18]([NH:21][CH:22]=[C:23]([C:27]([O-:29])=O)[C:24]([O-:26])=[O:25])=[CH:17][CH:16]=1. (6) Given the product [C:1]([C:3]1[CH:12]=[C:11]([CH2:13][CH:14]=[O:22])[CH:10]=[CH:9][C:4]=1[C:5]([O:7][CH3:8])=[O:6])#[N:2], predict the reactants needed to synthesize it. The reactants are: [C:1]([C:3]1[CH:12]=[C:11]([CH2:13][CH:14]=C)[CH:10]=[CH:9][C:4]=1[C:5]([O:7][CH3:8])=[O:6])#[N:2].N1C=CC=CC=1.[O:22]=[O+][O-].S(C)C. (7) Given the product [C:47]1([P:46]([C:53]2[CH:58]=[CH:57][CH:56]=[CH:55][CH:54]=2)([C:2]2[CH:3]=[CH:4][C:5]3[N:6]([C:34]4[CH:39]=[CH:38][CH:37]=[CH:36][CH:35]=4)[C:7]4[C:12]([C:13]=3[CH:14]=2)=[CH:11][C:10]([Si:15]([C:28]2[CH:33]=[CH:32][CH:31]=[CH:30][CH:29]=2)([C:22]2[CH:27]=[CH:26][CH:25]=[CH:24][CH:23]=2)[C:16]2[CH:21]=[CH:20][CH:19]=[CH:18][CH:17]=2)=[CH:9][CH:8]=4)=[O:61])[CH:52]=[CH:51][CH:50]=[CH:49][CH:48]=1, predict the reactants needed to synthesize it. The reactants are: Br[C:2]1[CH:3]=[CH:4][C:5]2[N:6]([C:34]3[CH:39]=[CH:38][CH:37]=[CH:36][CH:35]=3)[C:7]3[C:12]([C:13]=2[CH:14]=1)=[CH:11][C:10]([Si:15]([C:28]1[CH:33]=[CH:32][CH:31]=[CH:30][CH:29]=1)([C:22]1[CH:27]=[CH:26][CH:25]=[CH:24][CH:23]=1)[C:16]1[CH:21]=[CH:20][CH:19]=[CH:18][CH:17]=1)=[CH:9][CH:8]=3.C([Li])CCC.Cl[P:46]([C:53]1[CH:58]=[CH:57][CH:56]=[CH:55][CH:54]=1)[C:47]1[CH:52]=[CH:51][CH:50]=[CH:49][CH:48]=1.CC[OH:61]. (8) Given the product [F:1][C:2]1[CH:3]=[CH:4][C:5]([C@@H:8]([OH:47])[CH2:9][CH2:10][C@H:11]2[C:14](=[O:15])[N:13]([C:16]3[CH:17]=[CH:18][CH:19]=[CH:20][CH:21]=3)[C@@H:12]2[C:22]2[CH:27]=[CH:26][C:25]([C:28]3[CH:33]=[CH:32][CH:31]=[C:30]([C@H:34]([OH:45])[C@@H:35]([OH:41])[C@@H:36]([OH:44])[C@H:37]([OH:43])[C@@H:38]([OH:42])[CH2:39][OH:40])[CH:29]=3)=[CH:24][C:23]=2[OH:46])=[CH:6][CH:7]=1, predict the reactants needed to synthesize it. The reactants are: [F:1][C:2]1[CH:7]=[CH:6][C:5]([C@@H:8]([OH:47])[CH2:9][CH2:10][C@H:11]2[C:14](=[O:15])[N:13]([C:16]3[CH:21]=[CH:20][CH:19]=[CH:18][CH:17]=3)[C@@H:12]2[C:22]2[CH:27]=[CH:26][C:25]([C:28]3[CH:33]=[CH:32][CH:31]=[C:30]([C@H:34]([OH:45])[C@H:35]4[O:41][CH:39]([OH:40])[C@H:38]([OH:42])[C@@H:37]([OH:43])[C@@H:36]4[OH:44])[CH:29]=3)=[CH:24][C:23]=2[OH:46])=[CH:4][CH:3]=1.[BH4-].[Na+]. (9) Given the product [I:1][C:2]1[C:10]2[C:5](=[N:6][CH:7]=[C:8]([N+:11]([O-:13])=[O:12])[CH:9]=2)[N:4]([CH2:26][C:25]2[CH:28]=[CH:29][C:22]([O:21][CH3:20])=[CH:23][CH:24]=2)[N:3]=1, predict the reactants needed to synthesize it. The reactants are: [I:1][C:2]1[C:10]2[C:5](=[N:6][CH:7]=[C:8]([N+:11]([O-:13])=[O:12])[CH:9]=2)[NH:4][N:3]=1.C(=O)([O-])[O-].[Cs+].[Cs+].[CH3:20][O:21][C:22]1[CH:29]=[CH:28][C:25]([CH2:26]Cl)=[CH:24][CH:23]=1.O.